Dataset: Peptide-MHC class II binding affinity with 134,281 pairs from IEDB. Task: Regression. Given a peptide amino acid sequence and an MHC pseudo amino acid sequence, predict their binding affinity value. This is MHC class II binding data. (1) The peptide sequence is AWVDSGAQLGELYYA. The MHC is HLA-DPA10103-DPB10301 with pseudo-sequence HLA-DPA10103-DPB10301. The binding affinity (normalized) is 0. (2) The peptide sequence is KEFIRCLALPFRGYL. The MHC is HLA-DQA10501-DQB10402 with pseudo-sequence HLA-DQA10501-DQB10402. The binding affinity (normalized) is 0.733. (3) The peptide sequence is EVIPTAFKIGKTYTP. The MHC is HLA-DPA10103-DPB10401 with pseudo-sequence HLA-DPA10103-DPB10401. The binding affinity (normalized) is 0.0627. (4) The peptide sequence is LPISPLSNSLLRHHNMVYAT. The MHC is DRB1_0404 with pseudo-sequence DRB1_0404. The binding affinity (normalized) is 0.380.